From a dataset of Catalyst prediction with 721,799 reactions and 888 catalyst types from USPTO. Predict which catalyst facilitates the given reaction. (1) Reactant: [F:1][C:2]1[CH:9]=[C:8]([OH:10])[C:7]([F:11])=[CH:6][C:3]=1[CH:4]=[O:5].[Br-:12].[Br-].[Br-].[NH+]1C=CC=CC=1.[NH+]1C=CC=CC=1.[NH+]1C=CC=CC=1. Product: [Br:12][C:9]1[C:2]([F:1])=[C:3]([CH:6]=[C:7]([F:11])[C:8]=1[OH:10])[CH:4]=[O:5]. The catalyst class is: 4. (2) Reactant: C([N:4]1[C:8]2[N:9]=[C:10]([NH:14][C:15](=[O:17])[CH3:16])[N:11]=[C:12]([Cl:13])[C:7]=2[C:6]([CH2:18][CH2:19][O:20][Si:21]([C:34]([CH3:37])([CH3:36])[CH3:35])([C:28]2[CH:33]=[CH:32][CH:31]=[CH:30][CH:29]=2)[C:22]2[CH:27]=[CH:26][CH:25]=[CH:24][CH:23]=2)=[CH:5]1)(=O)C.CCCCCC. Product: [C:34]([Si:21]([C:28]1[CH:33]=[CH:32][CH:31]=[CH:30][CH:29]=1)([C:22]1[CH:27]=[CH:26][CH:25]=[CH:24][CH:23]=1)[O:20][CH2:19][CH2:18][C:6]1[C:7]2[C:12]([Cl:13])=[N:11][C:10]([NH:14][C:15](=[O:17])[CH3:16])=[N:9][C:8]=2[NH:4][CH:5]=1)([CH3:35])([CH3:36])[CH3:37]. The catalyst class is: 25. (3) Product: [Br:26][C:14]1[C:15]2[C:20]([C:7]([C:1]3[CH:2]=[CH:3][CH:4]=[CH:5][CH:6]=3)=[C:8]3[C:13]=1[CH:12]=[CH:11][CH:10]=[CH:9]3)=[CH:19][CH:18]=[CH:17][CH:16]=2. The catalyst class is: 5. Reactant: [C:1]1([C:7]2[C:8]3[C:13]([CH:14]=[C:15]4[C:20]=2[CH:19]=[CH:18][CH:17]=[CH:16]4)=[CH:12][CH:11]=[CH:10][CH:9]=3)[CH:6]=[CH:5][CH:4]=[CH:3][CH:2]=1.C(Cl)(Cl)(Cl)Cl.[Br:26]Br.S([O-])([O-])(=O)=S.[Na+].[Na+].